This data is from Full USPTO retrosynthesis dataset with 1.9M reactions from patents (1976-2016). The task is: Predict the reactants needed to synthesize the given product. (1) Given the product [CH2:2]([O:4][C:5](=[O:9])[CH:6]([NH:7][S:21]([C:18]1[CH:17]=[CH:16][C:15]([O:14][CH2:10][C:11]#[C:12][CH3:13])=[CH:20][CH:19]=1)(=[O:23])=[O:22])[CH3:8])[CH3:3], predict the reactants needed to synthesize it. The reactants are: Cl.[CH2:2]([O:4][C:5](=[O:9])[CH:6]([CH3:8])[NH2:7])[CH3:3].[CH2:10]([O:14][C:15]1[CH:20]=[CH:19][C:18]([S:21](Cl)(=[O:23])=[O:22])=[CH:17][CH:16]=1)[C:11]#[C:12][CH3:13]. (2) The reactants are: [CH3:1][O:2][C:3](=[O:15])[C:4]1[CH:9]=[C:8]([S:10]([CH3:13])(=[O:12])=[O:11])[CH:7]=[CH:6][C:5]=1[OH:14].[F:16][C:17]([F:29])([F:28])[CH:18](OS(C(F)(F)F)(=O)=O)[CH3:19].C(=O)([O-])[O-].[K+].[K+]. Given the product [CH3:1][O:2][C:3](=[O:15])[C:4]1[CH:9]=[C:8]([S:10]([CH3:13])(=[O:12])=[O:11])[CH:7]=[CH:6][C:5]=1[O:14][CH:18]([CH3:19])[C:17]([F:29])([F:28])[F:16], predict the reactants needed to synthesize it.